This data is from Full USPTO retrosynthesis dataset with 1.9M reactions from patents (1976-2016). The task is: Predict the reactants needed to synthesize the given product. Given the product [NH2:31][C:16]1([C:14]([NH:13][C@H:9]([C:6]2[CH:5]=[CH:4][C:3]([Cl:2])=[CH:8][CH:7]=2)[CH2:10][CH2:11][OH:12])=[O:15])[CH2:17][CH2:18][N:19]([C:22]2[C:23]3[CH:30]=[CH:29][NH:28][C:24]=3[N:25]=[CH:26][N:27]=2)[CH2:20][CH2:21]1, predict the reactants needed to synthesize it. The reactants are: Cl.[Cl:2][C:3]1[CH:8]=[CH:7][C:6]([C@@H:9]([NH:13][C:14]([C:16]2([NH:31]C(=O)OC(C)(C)C)[CH2:21][CH2:20][N:19]([C:22]3[C:23]4[CH:30]=[CH:29][NH:28][C:24]=4[N:25]=[CH:26][N:27]=3)[CH2:18][CH2:17]2)=[O:15])[CH2:10][CH2:11][OH:12])=[CH:5][CH:4]=1.